Dataset: Full USPTO retrosynthesis dataset with 1.9M reactions from patents (1976-2016). Task: Predict the reactants needed to synthesize the given product. (1) Given the product [Cl:1][C:2]1[CH:23]=[CH:22][C:5]([CH:6]([O:14][CH:15]2[CH2:16][N:17]([C:19]([NH:24][N:25]3[CH2:30][CH2:29][CH2:28][CH2:27][CH2:26]3)=[O:20])[CH2:18]2)[C:7]2[CH:8]=[CH:9][C:10]([Cl:13])=[CH:11][CH:12]=2)=[CH:4][CH:3]=1, predict the reactants needed to synthesize it. The reactants are: [Cl:1][C:2]1[CH:23]=[CH:22][C:5]([CH:6]([O:14][CH:15]2[CH2:18][N:17]([C:19](Cl)=[O:20])[CH2:16]2)[C:7]2[CH:12]=[CH:11][C:10]([Cl:13])=[CH:9][CH:8]=2)=[CH:4][CH:3]=1.[NH2:24][N:25]1[CH2:30][CH2:29][CH2:28][CH2:27][CH2:26]1.C(N(CC)CC)C. (2) Given the product [NH2:30][C:28]1[N:29]=[C:24]([N:21]2[CH2:20][CH2:19][N:18]([C:16](=[O:17])[C@@H:15]([NH2:14])[CH2:42][C:43]3[CH:48]=[CH:47][C:46]([Cl:49])=[CH:45][CH:44]=3)[CH2:23][CH2:22]2)[C:25]2[N:34]=[C:33]([C:35]3[CH:36]=[CH:37][C:38]([F:41])=[CH:39][CH:40]=3)[CH:32]=[CH:31][C:26]=2[N:27]=1, predict the reactants needed to synthesize it. The reactants are: C(O)(C(F)(F)F)=O.C(OC(=O)[NH:14][C@@H:15]([CH2:42][C:43]1[CH:48]=[CH:47][C:46]([Cl:49])=[CH:45][CH:44]=1)[C:16]([N:18]1[CH2:23][CH2:22][N:21]([C:24]2[C:25]3[N:34]=[C:33]([C:35]4[CH:40]=[CH:39][C:38]([F:41])=[CH:37][CH:36]=4)[CH:32]=[CH:31][C:26]=3[N:27]=[C:28]([NH2:30])[N:29]=2)[CH2:20][CH2:19]1)=[O:17])(C)(C)C.